The task is: Regression. Given a peptide amino acid sequence and an MHC pseudo amino acid sequence, predict their binding affinity value. This is MHC class I binding data.. This data is from Peptide-MHC class I binding affinity with 185,985 pairs from IEDB/IMGT. (1) The peptide sequence is QAFEAGIDF. The MHC is HLA-A02:01 with pseudo-sequence HLA-A02:01. The binding affinity (normalized) is 0.0847. (2) The peptide sequence is MSWGWRLPF. The MHC is HLA-B45:06 with pseudo-sequence HLA-B45:06. The binding affinity (normalized) is 0.213.